This data is from Aqueous solubility values for 9,982 compounds from the AqSolDB database. The task is: Regression/Classification. Given a drug SMILES string, predict its absorption, distribution, metabolism, or excretion properties. Task type varies by dataset: regression for continuous measurements (e.g., permeability, clearance, half-life) or binary classification for categorical outcomes (e.g., BBB penetration, CYP inhibition). For this dataset (solubility_aqsoldb), we predict Y. (1) The drug is NC(=O)CCNCCO. The Y is -0.121 log mol/L. (2) The molecule is CN(CCCl)CCCl. The Y is -1.11 log mol/L. (3) The compound is c1ccc2c(c1)ccc1c3ccc4ccccc4c3[nH]c21. The Y is -7.41 log mol/L. (4) The compound is NC(Cc1[nH]nc2ccccc12)C(=O)O. The Y is -1.41 log mol/L. (5) The molecule is Nc1ccc(CCc2ccc(N)cc2)cc1. The Y is -3.65 log mol/L. (6) The drug is C[C@H](C(=O)[O-])[C@@H](C)C(=O)[O-]. The Y is -0.688 log mol/L. (7) The molecule is O=Cc1ccccc1Cl. The Y is -1.98 log mol/L.